The task is: Predict the reactants needed to synthesize the given product.. This data is from Full USPTO retrosynthesis dataset with 1.9M reactions from patents (1976-2016). (1) Given the product [OH:29][C:21]1[C:20]([CH3:30])=[C:19]([CH:24]=[CH:23][C:22]=1[C:25](=[O:28])[CH2:26][CH3:27])[O:18][CH2:17][C:13]1[CH:12]=[C:11]([CH:16]=[CH:15][CH:14]=1)[O:10][C:7]1[CH:8]=[CH:9][C:4]([C:3]([OH:31])=[O:2])=[CH:5][N:6]=1, predict the reactants needed to synthesize it. The reactants are: C[O:2][C:3](=[O:31])[C:4]1[CH:9]=[CH:8][C:7]([O:10][C:11]2[CH:16]=[CH:15][CH:14]=[C:13]([CH2:17][O:18][C:19]3[CH:24]=[CH:23][C:22]([C:25](=[O:28])[CH2:26][CH3:27])=[C:21]([OH:29])[C:20]=3[CH3:30])[CH:12]=2)=[N:6][CH:5]=1.[OH-].[Li+].O.Cl. (2) Given the product [CH3:22][O:15][C:14]([C:12]1([CH3:17])[CH2:13][CH:11]1[C:9](=[O:10])[NH:8][C:5]1[CH:4]=[CH:3][C:2]([Cl:1])=[CH:7][N:6]=1)=[O:16], predict the reactants needed to synthesize it. The reactants are: [Cl:1][C:2]1[CH:3]=[CH:4][C:5]([NH:8][C:9]([CH:11]2[CH2:13][C:12]2([CH3:17])[C:14]([OH:16])=[O:15])=[O:10])=[N:6][CH:7]=1.S(Cl)(Cl)=O.[CH3:22]O. (3) Given the product [Cl:26][C:15]1[CH:16]=[N:17][C:18]2[C:23]([C:14]=1[N:11]1[CH2:10][CH2:9][N:8]([CH2:7][CH2:6][NH2:5])[CH2:13][CH2:12]1)=[CH:22][C:21]([O:24][CH3:25])=[CH:20][CH:29]=2, predict the reactants needed to synthesize it. The reactants are: FC(F)(F)C([NH:5][CH2:6][CH2:7][N:8]1[CH2:13][CH2:12][N:11]([C:14]2[C:23]3[C:18](=N[CH:20]=[C:21]([O:24][CH3:25])[CH:22]=3)[N:17]=[CH:16][C:15]=2[Cl:26])[CH2:10][CH2:9]1)=O.[C:29]([O-])([O-])=O.[K+].[K+].O. (4) The reactants are: C[O:2][C:3](=[O:10])[CH2:4][CH:5]([O:8][CH3:9])[O:6][CH3:7].O[Li:12].O.O. Given the product [Li+:12].[CH3:7][O:6][CH:5]([O:8][CH3:9])[CH2:4][C:3]([O-:10])=[O:2], predict the reactants needed to synthesize it. (5) Given the product [O:27]=[C:23]1[C:24]2[C:20](=[CH:19][C:18]([C:2]3[CH:3]=[C:4]([CH:7]=[CH:8][CH:9]=3)[CH:5]=[O:6])=[CH:26][CH:25]=2)[CH2:21][NH:22]1, predict the reactants needed to synthesize it. The reactants are: Br[C:2]1[CH:3]=[C:4]([CH:7]=[CH:8][CH:9]=1)[CH:5]=[O:6].CC1(C)C(C)(C)OB([C:18]2[CH:19]=[C:20]3[C:24](=[CH:25][CH:26]=2)[C:23](=[O:27])[NH:22][CH2:21]3)O1. (6) Given the product [F:1][C:2]1[CH:7]=[CH:6][C:5]([CH:8]2[C:13]3=[N:14][NH:15][C:16](=[O:21])[C:17]4[CH:18]=[CH:19][CH:20]=[C:11]([C:12]=43)[NH:10][CH:9]2[C:22]2[CH:23]=[CH:24][C:25]([CH2:26][N:34]3[CH2:38][CH2:37][CH2:36][CH2:35]3)=[CH:28][CH:29]=2)=[CH:4][CH:3]=1, predict the reactants needed to synthesize it. The reactants are: [F:1][C:2]1[CH:7]=[CH:6][C:5]([CH:8]2[C:13]3=[N:14][NH:15][C:16](=[O:21])[C:17]4[CH:18]=[CH:19][CH:20]=[C:11]([C:12]=43)[NH:10][CH:9]2[C:22]2[CH:29]=[CH:28][C:25]([CH:26]=O)=[CH:24][CH:23]=2)=[CH:4][CH:3]=1.CC(O)=O.[NH:34]1[CH2:38][CH2:37][CH2:36][CH2:35]1.[BH-](OC(C)=O)(OC(C)=O)OC(C)=O.[Na+].Cl. (7) Given the product [C:17]([N:21]1[C:25]([C:26]2[CH:27]=[CH:28][C:29]([CH3:32])=[CH:30][CH:31]=2)=[CH:24][C:23]([CH2:33][NH:16][CH2:15][CH2:14][N:11]2[CH2:10][CH2:9][N:8]([C:3]3[CH:4]=[CH:5][CH:6]=[CH:7][C:2]=3[F:1])[CH2:13][CH2:12]2)=[N:22]1)([CH3:20])([CH3:19])[CH3:18], predict the reactants needed to synthesize it. The reactants are: [F:1][C:2]1[CH:7]=[CH:6][CH:5]=[CH:4][C:3]=1[N:8]1[CH2:13][CH2:12][N:11]([CH2:14][CH2:15][NH2:16])[CH2:10][CH2:9]1.[C:17]([N:21]1[C:25]([C:26]2[CH:31]=[CH:30][C:29]([CH3:32])=[CH:28][CH:27]=2)=[CH:24][C:23]([CH:33]=O)=[N:22]1)([CH3:20])([CH3:19])[CH3:18]. (8) Given the product [CH3:45][O:44][N:43]=[C:40]([CH:41]1[NH:9][CH2:10][CH2:11][S:12]1)[C:35]1[CH:36]=[CH:37][CH:38]=[CH:39][C:34]=1[O:33][N:32]=[C:21]([CH3:20])[C:22]1[CH:27]=[CH:26][CH:25]=[C:24]([C:28]([F:31])([F:30])[F:29])[CH:23]=1, predict the reactants needed to synthesize it. The reactants are: C1(C)C=CC=CC=1.Cl.[NH2:9][CH2:10][CH2:11][SH:12].C(N(CC)CC)C.[CH3:20][C:21](=[N:32][O:33][C:34]1[CH:39]=[CH:38][CH:37]=[CH:36][C:35]=1[C:40](=[N:43][O:44][CH3:45])[CH:41]=O)[C:22]1[CH:27]=[CH:26][CH:25]=[C:24]([C:28]([F:31])([F:30])[F:29])[CH:23]=1. (9) Given the product [CH3:13][N:14]([CH3:15])[C:8](=[O:9])[C:7]1[CH:11]=[CH:12][C:4]([N+:1]([O-:3])=[O:2])=[CH:5][CH:6]=1, predict the reactants needed to synthesize it. The reactants are: [N+:1]([C:4]1[CH:12]=[CH:11][C:7]([C:8](O)=[O:9])=[CH:6][CH:5]=1)([O-:3])=[O:2].[CH3:13][N:14](C=O)[CH3:15].C1C=CC2N(O)N=NC=2C=1.CCN(C(C)C)C(C)C.